Dataset: Full USPTO retrosynthesis dataset with 1.9M reactions from patents (1976-2016). Task: Predict the reactants needed to synthesize the given product. The reactants are: CCN(C(C)C)C(C)C.[Br:10][C:11]1[CH:12]=[C:13]([CH:16]=[CH:17][CH:18]=1)[CH2:14]Br.[CH3:19][NH:20][CH2:21][CH2:22][C:23]#[N:24]. Given the product [Br:10][C:11]1[CH:12]=[C:13]([CH:16]=[CH:17][CH:18]=1)[CH2:14][N:20]([CH3:19])[CH2:21][CH2:22][C:23]#[N:24], predict the reactants needed to synthesize it.